From a dataset of CYP2C9 inhibition data for predicting drug metabolism from PubChem BioAssay. Regression/Classification. Given a drug SMILES string, predict its absorption, distribution, metabolism, or excretion properties. Task type varies by dataset: regression for continuous measurements (e.g., permeability, clearance, half-life) or binary classification for categorical outcomes (e.g., BBB penetration, CYP inhibition). Dataset: cyp2c9_veith. (1) The drug is C#CCOC(=O)C1=CCCN(C)C1. The result is 0 (non-inhibitor). (2) The compound is CN1CCCC2(CCN(S(=O)(=O)c3ccccc3)CC2)C1. The result is 0 (non-inhibitor). (3) The drug is CC(C)CN1CC2(CCN(C(=O)c3cccc(F)c3)CC2)C1. The result is 0 (non-inhibitor). (4) The molecule is O=C(N/N=C/c1cccc(Oc2ccccc2)c1)c1cccc(Br)c1. The result is 1 (inhibitor). (5) The drug is Cc1cnc(CNc2ccnc(-c3ccoc3)n2)cn1. The result is 0 (non-inhibitor). (6) The compound is CS(=O)(=O)N1CCC2(CCN(Cc3ccc(C#N)cc3)CC2)CC1. The result is 0 (non-inhibitor). (7) The compound is N#Cc1c(-c2ccccc2)nc2n(c1=O)CCS2. The result is 0 (non-inhibitor). (8) The molecule is CC(=O)Nc1nc2ncc(C=O)nc2c(=O)[nH]1. The result is 0 (non-inhibitor). (9) The compound is CC1(C)S[C@@H]2[C@H](NC(=O)[C@@H](N)c3ccccc3)C(=O)N2[C@H]1C(=O)O[C@H]1OC(=O)c2ccccc21. The result is 0 (non-inhibitor).